Dataset: Full USPTO retrosynthesis dataset with 1.9M reactions from patents (1976-2016). Task: Predict the reactants needed to synthesize the given product. (1) Given the product [C:1]([C:3]1[CH:4]=[CH:5][C:6]([CH:9]2[CH2:14][CH2:13][N:12]([C:15]([C:17]3[CH:18]=[CH:19][C:20]([CH3:33])=[C:21]([NH:23][S:24]([CH:27]4[CH2:28][CH2:29][N:30]([CH:35]([CH3:37])[CH3:34])[CH2:31][CH2:32]4)(=[O:26])=[O:25])[CH:22]=3)=[O:16])[CH2:11][CH2:10]2)=[CH:7][CH:8]=1)#[N:2], predict the reactants needed to synthesize it. The reactants are: [C:1]([C:3]1[CH:8]=[CH:7][C:6]([CH:9]2[CH2:14][CH2:13][N:12]([C:15]([C:17]3[CH:18]=[CH:19][C:20]([CH3:33])=[C:21]([NH:23][S:24]([CH:27]4[CH2:32][CH2:31][NH:30][CH2:29][CH2:28]4)(=[O:26])=[O:25])[CH:22]=3)=[O:16])[CH2:11][CH2:10]2)=[CH:5][CH:4]=1)#[N:2].[CH3:34][C:35]([CH3:37])=O.C([BH3-])#N. (2) Given the product [O:1]=[C:2]1[C:8]2[NH:9][N:10]=[C:11]([C:12]([OH:14])=[O:13])[C:7]=2[CH2:6][CH2:5][CH2:4][CH2:3]1, predict the reactants needed to synthesize it. The reactants are: [O:1]=[C:2]1[C:8]2[NH:9][N:10]=[C:11]([C:12]([O:14]CC)=[O:13])[C:7]=2[CH2:6][CH2:5][CH2:4][CH2:3]1.[OH-].[Na+].Cl. (3) Given the product [F:1][C:2]1[C:3]([C:39]#[C:38][C:32]2[CH:37]=[CH:36][CH:35]=[CH:34][CH:33]=2)=[CH:4][C:5](=[O:21])[N:6]([CH2:8][CH2:9][C@@:10]([CH3:20])([S:16]([CH3:19])(=[O:18])=[O:17])[C:11]([O:13][CH2:14][CH3:15])=[O:12])[CH:7]=1, predict the reactants needed to synthesize it. The reactants are: [F:1][C:2]1[C:3](I)=[CH:4][C:5](=[O:21])[N:6]([CH2:8][CH2:9][C@@:10]([CH3:20])([S:16]([CH3:19])(=[O:18])=[O:17])[C:11]([O:13][CH2:14][CH3:15])=[O:12])[CH:7]=1.C(N(C(C)C)CC)(C)C.[C:32]1([C:38]#[CH:39])[CH:37]=[CH:36][CH:35]=[CH:34][CH:33]=1.